Dataset: Catalyst prediction with 721,799 reactions and 888 catalyst types from USPTO. Task: Predict which catalyst facilitates the given reaction. Reactant: O[CH2:2][C:3]1[CH:4]=[C:5]([C:9]2[CH:10]=[C:11]3[C:16](=[CH:17][CH:18]=2)[N:15]([CH3:19])[C:14](=[O:20])[CH2:13][CH2:12]3)[CH:6]=[N:7][CH:8]=1.S(Cl)([Cl:23])=O.[OH-].[Na+]. Product: [Cl:23][CH2:2][C:3]1[CH:4]=[C:5]([C:9]2[CH:10]=[C:11]3[C:16](=[CH:17][CH:18]=2)[N:15]([CH3:19])[C:14](=[O:20])[CH2:13][CH2:12]3)[CH:6]=[N:7][CH:8]=1. The catalyst class is: 2.